This data is from Catalyst prediction with 721,799 reactions and 888 catalyst types from USPTO. The task is: Predict which catalyst facilitates the given reaction. (1) Product: [Cl:1][C:2]1[C:3]2[CH:13]=[CH:12][C:11](=[O:14])[N:10]([C:15]3[CH:20]=[CH:19][C:18]([F:21])=[CH:17][C:16]=3[F:22])[C:4]=2[N:5]=[C:6]([S:8]([CH3:9])=[O:31])[N:7]=1. Reactant: [Cl:1][C:2]1[C:3]2[CH:13]=[CH:12][C:11](=[O:14])[N:10]([C:15]3[CH:20]=[CH:19][C:18]([F:21])=[CH:17][C:16]=3[F:22])[C:4]=2[N:5]=[C:6]([S:8][CH3:9])[N:7]=1.C1C=C(Cl)C=C(C(OO)=[O:31])C=1. The catalyst class is: 4. (2) Reactant: [CH2:1]([O:3][C:4]([C:6]1[CH2:11][CH2:10][CH2:9][CH2:8][C:7]=1[NH2:12])=[O:5])[CH3:2].[CH2:13]([O:20][C:21]1[CH:29]=[CH:28][CH:27]=[CH:26][C:22]=1[C:23](Cl)=[O:24])[C:14]1[CH:19]=[CH:18][CH:17]=[CH:16][CH:15]=1.C(N(CC)CC)C. Product: [CH2:1]([O:3][C:4]([C:6]1[CH2:11][CH2:10][CH2:9][CH2:8][C:7]=1[NH:12][C:23]([C:22]1[CH:26]=[CH:27][CH:28]=[CH:29][C:21]=1[O:20][CH2:13][C:14]1[CH:19]=[CH:18][CH:17]=[CH:16][CH:15]=1)=[O:24])=[O:5])[CH3:2]. The catalyst class is: 2. (3) Reactant: C([Sn](CCCC)(CCCC)[C:6]1[O:10][C:9]([P:11]([O:16][CH2:17][CH3:18])(=[O:15])[O:12][CH2:13][CH3:14])=[CH:8][CH:7]=1)CCC.I[C:28]1[CH:33]=[CH:32][C:31]([N+:34]([O-:36])=[O:35])=[CH:30][C:29]=1[N+:37]([O-:39])=[O:38]. Product: [N+:34]([C:31]1[CH:32]=[C:33]([C:6]2[O:10][C:9]([P:11]([O:12][CH2:13][CH3:14])(=[O:15])[O:16][CH2:17][CH3:18])=[CH:8][CH:7]=2)[CH:28]=[C:29]([N+:37]([O-:39])=[O:38])[CH:30]=1)([O-:36])=[O:35]. The catalyst class is: 77. (4) Reactant: C1(S[C:8]2[CH:9]=[CH:10][C:11]([NH:14][C:15]3[S:16][CH:17]=[CH:18][N:19]=3)=[N:12][CH:13]=2)C=CC=CC=1.Cl[C:21]1[CH:26]=[CH:25][CH:24]=[C:23](C(OO)=O)[CH:22]=1.[S:31]([O:34]S([O-])=O)([O-])=[O:32].[Na+].[Na+]. Product: [C:21]1([S:31]([C:8]2[CH:9]=[CH:10][C:11]([NH:14][C:15]3[S:16][CH:17]=[CH:18][N:19]=3)=[N:12][CH:13]=2)(=[O:34])=[O:32])[CH:22]=[CH:23][CH:24]=[CH:25][CH:26]=1. The catalyst class is: 4. (5) Product: [CH:20]([N:23]1[C:28]2=[N:29][C:30]([C:2]3[C:3]([CH3:19])=[N:4][C:5]([C:8]4[N:12]([CH:42]5[CH2:41][CH2:40][CH2:39][CH2:38][O:70]5)[CH:11]=[N:10][N:9]=4)=[CH:6][CH:7]=3)=[CH:31][N:32]=[C:27]2[NH:26][CH2:25][C:24]1=[O:37])([CH3:22])[CH3:21]. The catalyst class is: 110. Reactant: Br[C:2]1[C:3]([CH3:19])=[N:4][C:5]([C:8]2[N:12]=[CH:11][N:10](C3CCCCO3)[N:9]=2)=[CH:6][CH:7]=1.[CH:20]([N:23]1[C:28]2=[N:29][C:30]([Sn](C)(C)C)=[CH:31][N:32]=[C:27]2[NH:26][CH2:25][C:24]1=[O:37])([CH3:22])[CH3:21].[C:38]1(C)C=[CH:42][CH:41]=[CH:40][C:39]=1P([C:40]1[CH:41]=[CH:42]C=[CH:38][C:39]=1C)[C:40]1[CH:41]=[CH:42]C=[CH:38][C:39]=1C.C(N(CC)CC)C.CN(C)C=[O:70].